This data is from Peptide-MHC class I binding affinity with 185,985 pairs from IEDB/IMGT. The task is: Regression. Given a peptide amino acid sequence and an MHC pseudo amino acid sequence, predict their binding affinity value. This is MHC class I binding data. (1) The peptide sequence is ACMDGFEVV. The MHC is HLA-B07:02 with pseudo-sequence HLA-B07:02. The binding affinity (normalized) is 0.0847. (2) The peptide sequence is YSLLNRKAI. The MHC is HLA-A68:02 with pseudo-sequence HLA-A68:02. The binding affinity (normalized) is 0.0847. (3) The peptide sequence is MVLASTTAK. The MHC is HLA-A11:01 with pseudo-sequence HLA-A11:01. The binding affinity (normalized) is 0.853. (4) The peptide sequence is RPKSNIVLL. The MHC is HLA-A02:01 with pseudo-sequence HLA-A02:01. The binding affinity (normalized) is 0.0847. (5) The binding affinity (normalized) is 0.334. The peptide sequence is TSASEIKDR. The MHC is HLA-A33:01 with pseudo-sequence HLA-A33:01. (6) The peptide sequence is EGAGIDDPV. The MHC is HLA-A02:16 with pseudo-sequence HLA-A02:16. The binding affinity (normalized) is 0.0847. (7) The peptide sequence is YVIKKSSPL. The MHC is HLA-C14:02 with pseudo-sequence HLA-C14:02. The binding affinity (normalized) is 0.529.